This data is from Catalyst prediction with 721,799 reactions and 888 catalyst types from USPTO. The task is: Predict which catalyst facilitates the given reaction. (1) Reactant: [N:1]1([C:7]([C:9]2[C:10]3[CH2:29][S:28](=[O:31])(=[O:30])[C:27]4[CH:26]=[CH:25][CH:24]=[CH:23][C:22]=4[C:11]=3[N:12]([C:14]3[CH:19]=[CH:18][C:17]([CH2:20]O)=[CH:16][CH:15]=3)[N:13]=2)=[O:8])[CH2:6][CH2:5][O:4][CH2:3][CH2:2]1.CCN(C(C)C)C(C)C.[Cl-].[I-].[Na+].C([O-])([O-])=O.[K+].[K+].[CH3:50][CH:51]1[CH2:56][O:55][CH2:54][CH2:53][NH:52]1.S(Cl)(Cl)(=O)=O. Product: [CH3:50][CH:51]1[CH2:56][O:55][CH2:54][CH2:53][N:52]1[CH2:20][C:17]1[CH:16]=[CH:15][C:14]([N:12]2[C:11]3[C:22]4[CH:23]=[CH:24][CH:25]=[CH:26][C:27]=4[S:28](=[O:31])(=[O:30])[CH2:29][C:10]=3[C:9]([C:7]([N:1]3[CH2:6][CH2:5][O:4][CH2:3][CH2:2]3)=[O:8])=[N:13]2)=[CH:19][CH:18]=1. The catalyst class is: 606. (2) The catalyst class is: 218. Reactant: [C:1]([C:3]([CH:22]1[CH2:27][CH2:26][N:25]([C:28]([O:30][C:31]([CH3:34])([CH3:33])[CH3:32])=[O:29])[CH2:24][CH2:23]1)=[CH:4][N:5]([CH2:19][C:20]#[N:21])[C:6]1[CH:11]=[CH:10][C:9]([O:12][C:13]2[CH:18]=[CH:17][CH:16]=[CH:15][CH:14]=2)=[CH:8][CH:7]=1)#[N:2].CC([O-])(C)C.[K+].O. Product: [NH2:2][C:1]1[C:3]([CH:22]2[CH2:23][CH2:24][N:25]([C:28]([O:30][C:31]([CH3:34])([CH3:33])[CH3:32])=[O:29])[CH2:26][CH2:27]2)=[CH:4][N:5]([C:6]2[CH:7]=[CH:8][C:9]([O:12][C:13]3[CH:18]=[CH:17][CH:16]=[CH:15][CH:14]=3)=[CH:10][CH:11]=2)[C:19]=1[C:20]#[N:21]. (3) The catalyst class is: 3. Reactant: [F:1][C:2]1[CH:7]=[CH:6][C:5]([O:8][CH3:9])=[CH:4][C:3]=1[C:10]1[CH:15]=[CH:14][C:13]([OH:16])=[CH:12][C:11]=1[CH2:17][C:18]1([C:23]#[N:24])[CH2:22][CH2:21][CH2:20][CH2:19]1.[CH:25]1([CH:28]([C:35]2[CH:40]=[CH:39][CH:38]=[C:37]([CH2:41]OS(C)(=O)=O)[CH:36]=2)[CH2:29][C:30]([O:32][CH2:33][CH3:34])=[O:31])[CH2:27][CH2:26]1.C(=O)([O-])[O-].[Cs+].[Cs+].[Cl-].[NH4+]. Product: [C:23]([C:18]1([CH2:17][C:11]2[CH:12]=[C:13]([O:16][CH2:41][C:37]3[CH:36]=[C:35]([CH:28]([CH:25]4[CH2:26][CH2:27]4)[CH2:29][C:30]([O:32][CH2:33][CH3:34])=[O:31])[CH:40]=[CH:39][CH:38]=3)[CH:14]=[CH:15][C:10]=2[C:3]2[CH:4]=[C:5]([O:8][CH3:9])[CH:6]=[CH:7][C:2]=2[F:1])[CH2:19][CH2:20][CH2:21][CH2:22]1)#[N:24]. (4) Reactant: CN(C(ON1N=NC2C=CC=NC1=2)=[N+](C)C)C.F[P-](F)(F)(F)(F)F.[F:25][C:26]1[CH:31]=[CH:30][CH:29]=[CH:28][C:27]=1[N:32]1[C:40]2[C:35](=[C:36]([N:41]3[CH2:45][CH2:44][N:43]([CH2:46][C:47]([OH:49])=O)[C:42]3=[O:50])[CH:37]=[CH:38][CH:39]=2)[CH:34]=[N:33]1.Cl.[OH:52][C@@H:53]1[CH2:58][CH2:57][CH2:56][NH:55][CH2:54]1. Product: [F:25][C:26]1[CH:31]=[CH:30][CH:29]=[CH:28][C:27]=1[N:32]1[C:40]2[C:35](=[C:36]([N:41]3[CH2:45][CH2:44][N:43]([CH2:46][C:47]([N:55]4[CH2:56][CH2:57][CH2:58][C@@H:53]([OH:52])[CH2:54]4)=[O:49])[C:42]3=[O:50])[CH:37]=[CH:38][CH:39]=2)[CH:34]=[N:33]1. The catalyst class is: 9. (5) Reactant: [F:1][C:2]1[CH:7]=[C:6]([OH:8])[C:5]([F:9])=[CH:4][C:3]=1[NH:10][C:11](=[O:20])[O:12][CH2:13][C:14]1[CH:19]=[CH:18][CH:17]=[CH:16][CH:15]=1.[Cl:21][C:22]1[CH:27]=[C:26](Cl)[N:25]=[CH:24][N:23]=1.C(=O)([O-])[O-].[K+].[K+].O. Product: [Cl:21][C:22]1[CH:27]=[C:26]([O:8][C:6]2[C:5]([F:9])=[CH:4][C:3]([NH:10][C:11](=[O:20])[O:12][CH2:13][C:14]3[CH:15]=[CH:16][CH:17]=[CH:18][CH:19]=3)=[C:2]([F:1])[CH:7]=2)[N:25]=[CH:24][N:23]=1. The catalyst class is: 9. (6) Reactant: Br[C:2]1[CH:7]=[CH:6][C:5]([C:8](=[O:10])[CH3:9])=[CH:4][CH:3]=1.[O:11]1[CH2:16]COC[CH2:12]1.O.C(=O)([O-])[O-].[Cs+].[Cs+]. Product: [CH3:12][O:11][CH2:16][C:2]1[CH:7]=[CH:6][C:5]([C:8](=[O:10])[CH3:9])=[CH:4][CH:3]=1. The catalyst class is: 2.